This data is from M1 muscarinic receptor antagonist screen with 61,756 compounds. The task is: Binary Classification. Given a drug SMILES string, predict its activity (active/inactive) in a high-throughput screening assay against a specified biological target. The molecule is S(=O)(=O)(Cc1oc(cc1)C(=O)NCc1occc1)Cc1ccc(F)cc1. The result is 0 (inactive).